Task: Predict which catalyst facilitates the given reaction.. Dataset: Catalyst prediction with 721,799 reactions and 888 catalyst types from USPTO (1) Reactant: [N+:1]([C:4]1[C:5]([NH:13][C@H:14]2[CH2:19][CH2:18][C@H:17]([CH2:20][S:21]([OH:24])(=O)=[O:22])[CH2:16][CH2:15]2)=[C:6]2[S:12][CH:11]=[CH:10][C:7]2=[N:8][CH:9]=1)([O-:3])=[O:2].S(Cl)([Cl:27])=O. Product: [N+:1]([C:4]1[C:5]([NH:13][C@H:14]2[CH2:19][CH2:18][C@H:17]([CH2:20][S:21]([Cl:27])(=[O:24])=[O:22])[CH2:16][CH2:15]2)=[C:6]2[S:12][CH:11]=[CH:10][C:7]2=[N:8][CH:9]=1)([O-:3])=[O:2]. The catalyst class is: 59. (2) Reactant: O[C:2]1[N:7]2[N:8]=[CH:9][C:10]([C:11]([O:13]CC)=[O:12])=[C:6]2[N:5]=[C:4]([C:16]2[CH:21]=[CH:20][CH:19]=[CH:18][CH:17]=2)[CH:3]=1.[OH-:22].[Li+]. The catalyst class is: 5. Product: [OH:22][C:6]1[N:7]2[N:8]=[CH:9][C:10]([C:11]([OH:13])=[O:12])=[C:2]2[CH:3]=[C:4]([C:16]2[CH:17]=[CH:18][CH:19]=[CH:20][CH:21]=2)[N:5]=1. (3) Reactant: Cl[CH2:2][C:3]1[CH:22]=[CH:21][C:6]([O:7][CH2:8][C:9]2[N:10]=[C:11]([C:15]3[CH:20]=[CH:19][CH:18]=[CH:17][CH:16]=3)[O:12][C:13]=2[CH3:14])=[CH:5][CH:4]=1.[OH:23][C:24]1[CH:33]=[CH:32][C:31]2[C:26](=[CH:27][CH:28]=[CH:29][CH:30]=2)[C:25]=1[CH2:34][C:35]#[N:36].CN(C)C=O.[H-].[Na+]. Product: [CH3:14][C:13]1[O:12][C:11]([C:15]2[CH:20]=[CH:19][CH:18]=[CH:17][CH:16]=2)=[N:10][C:9]=1[CH2:8][O:7][C:6]1[CH:21]=[CH:22][C:3]([CH2:2][O:23][C:24]2[CH:33]=[CH:32][C:31]3[C:26](=[CH:27][CH:28]=[CH:29][CH:30]=3)[C:25]=2[CH2:34][C:35]#[N:36])=[CH:4][CH:5]=1. The catalyst class is: 6. (4) Reactant: C(O)(=O)C.[BH3-]C#N.[Na+].[Cl:9][C:10]1[C:11]([CH2:18][O:19][CH:20]2[CH2:25][CH2:24][CH2:23][CH2:22][O:21]2)=[C:12]([CH:16]=O)[CH:13]=[N:14][CH:15]=1.[CH3:26][C:27]1([CH3:34])[O:31][CH:30]([CH2:32][NH2:33])[CH2:29][O:28]1. Product: [Cl:9][C:10]1[C:11]([CH2:18][O:19][CH:20]2[CH2:25][CH2:24][CH2:23][CH2:22][O:21]2)=[C:12]([CH2:16][NH:33][CH2:32][CH:30]2[CH2:29][O:28][C:27]([CH3:34])([CH3:26])[O:31]2)[CH:13]=[N:14][CH:15]=1. The catalyst class is: 5. (5) Reactant: [CH:1]1([N:5]2[CH2:10][CH2:9][C:8]3([CH2:15][CH2:14][NH:13][CH2:12][CH2:11]3)[CH2:7][CH2:6]2)[CH2:4][CH2:3][CH2:2]1.C([C:18]1[CH:25]=[C:24](F)[CH:23]=[CH:22][C:19]=1[CH:20]=[O:21])C.C(=O)([O-])[O-].[K+].[K+].O. Product: [CH:1]1([N:5]2[CH2:6][CH2:7][C:8]3([CH2:15][CH2:14][N:13]([C:18]4[CH:25]=[CH:24][CH:23]=[CH:22][C:19]=4[CH:20]=[O:21])[CH2:12][CH2:11]3)[CH2:9][CH2:10]2)[CH2:4][CH2:3][CH2:2]1. The catalyst class is: 16. (6) Reactant: [NH2:1][C@H:2]([CH2:13][O:14][CH3:15])[C:3]([NH:5][CH2:6][C:7]1[CH:12]=[CH:11][CH:10]=[CH:9][CH:8]=1)=[O:4].[C:16](OC(=O)C)(=[O:18])[CH3:17]. Product: [CH3:17][C:16]([NH:1][C@@H:2]([C:3]([NH:5][CH2:6][C:7]1[CH:12]=[CH:11][CH:10]=[CH:9][CH:8]=1)=[O:4])[CH2:13][O:14][CH3:15])=[O:18]. The catalyst class is: 96. (7) Reactant: [Br:1][C:2]1[CH:7]=[CH:6][C:5]([OH:8])=[CH:4][CH:3]=1.[Br:9][CH2:10][CH2:11]Br.[OH-].[Na+]. Product: [Br:1][C:2]1[CH:7]=[CH:6][C:5]([O:8][CH2:11][CH2:10][Br:9])=[CH:4][CH:3]=1. The catalyst class is: 6. (8) Reactant: O.[NH2:2][NH2:3].[CH:4]([C:8]1[C:9]([NH:19][CH2:20][C:21]([F:24])([F:23])[F:22])=[N:10][C:11](S(C)(=O)=O)=[N:12][C:13]=1[Cl:14])([CH2:6][CH3:7])[CH3:5]. Product: [CH:4]([C:8]1[C:9]([NH:19][CH2:20][C:21]([F:24])([F:23])[F:22])=[N:10][C:11]([NH:2][NH2:3])=[N:12][C:13]=1[Cl:14])([CH2:6][CH3:7])[CH3:5]. The catalyst class is: 8.